Task: Regression. Given two drug SMILES strings and cell line genomic features, predict the synergy score measuring deviation from expected non-interaction effect.. Dataset: NCI-60 drug combinations with 297,098 pairs across 59 cell lines (1) Drug 1: C1CCC(C(C1)N)N.C(=O)(C(=O)[O-])[O-].[Pt+4]. Drug 2: CC1C(C(CC(O1)OC2CC(CC3=C2C(=C4C(=C3O)C(=O)C5=CC=CC=C5C4=O)O)(C(=O)C)O)N)O. Cell line: OVCAR-8. Synergy scores: CSS=41.1, Synergy_ZIP=-5.83, Synergy_Bliss=-3.47, Synergy_Loewe=-5.58, Synergy_HSA=0.631. (2) Drug 1: CCN(CC)CCNC(=O)C1=C(NC(=C1C)C=C2C3=C(C=CC(=C3)F)NC2=O)C. Drug 2: C1CCC(C(C1)[NH-])[NH-].C(=O)(C(=O)[O-])[O-].[Pt+4]. Cell line: SK-OV-3. Synergy scores: CSS=57.2, Synergy_ZIP=0.860, Synergy_Bliss=3.13, Synergy_Loewe=-19.0, Synergy_HSA=6.99. (3) Drug 1: COC1=CC(=CC(=C1O)OC)C2C3C(COC3=O)C(C4=CC5=C(C=C24)OCO5)OC6C(C(C7C(O6)COC(O7)C8=CC=CS8)O)O. Drug 2: CC1CCC2CC(C(=CC=CC=CC(CC(C(=O)C(C(C(=CC(C(=O)CC(OC(=O)C3CCCCN3C(=O)C(=O)C1(O2)O)C(C)CC4CCC(C(C4)OC)OCCO)C)C)O)OC)C)C)C)OC. Cell line: 786-0. Synergy scores: CSS=41.6, Synergy_ZIP=0.783, Synergy_Bliss=-0.0618, Synergy_Loewe=1.74, Synergy_HSA=3.52. (4) Drug 1: C1CCC(C1)C(CC#N)N2C=C(C=N2)C3=C4C=CNC4=NC=N3. Drug 2: CC1=C(C(=CC=C1)Cl)NC(=O)C2=CN=C(S2)NC3=CC(=NC(=N3)C)N4CCN(CC4)CCO. Cell line: NCI-H322M. Synergy scores: CSS=8.68, Synergy_ZIP=5.68, Synergy_Bliss=10.1, Synergy_Loewe=8.76, Synergy_HSA=9.58. (5) Drug 1: CC1=C2C(C(=O)C3(C(CC4C(C3C(C(C2(C)C)(CC1OC(=O)C(C(C5=CC=CC=C5)NC(=O)OC(C)(C)C)O)O)OC(=O)C6=CC=CC=C6)(CO4)OC(=O)C)O)C)O. Drug 2: C1=CN(C=N1)CC(O)(P(=O)(O)O)P(=O)(O)O. Cell line: M14. Synergy scores: CSS=11.0, Synergy_ZIP=1.98, Synergy_Bliss=10.4, Synergy_Loewe=5.76, Synergy_HSA=8.50. (6) Drug 1: C1CCC(C1)C(CC#N)N2C=C(C=N2)C3=C4C=CNC4=NC=N3. Drug 2: CC(CN1CC(=O)NC(=O)C1)N2CC(=O)NC(=O)C2. Cell line: RXF 393. Synergy scores: CSS=20.3, Synergy_ZIP=-4.68, Synergy_Bliss=1.96, Synergy_Loewe=2.24, Synergy_HSA=2.33. (7) Drug 1: C1C(C(OC1N2C=C(C(=O)NC2=O)F)CO)O. Drug 2: C1=CC=C(C=C1)NC(=O)CCCCCCC(=O)NO. Cell line: UACC-257. Synergy scores: CSS=19.2, Synergy_ZIP=-8.40, Synergy_Bliss=-1.05, Synergy_Loewe=-4.28, Synergy_HSA=-0.848. (8) Drug 1: CC(C)(C#N)C1=CC(=CC(=C1)CN2C=NC=N2)C(C)(C)C#N. Drug 2: B(C(CC(C)C)NC(=O)C(CC1=CC=CC=C1)NC(=O)C2=NC=CN=C2)(O)O. Cell line: SN12C. Synergy scores: CSS=36.4, Synergy_ZIP=-1.27, Synergy_Bliss=-5.79, Synergy_Loewe=-3.88, Synergy_HSA=-4.65. (9) Drug 1: CC1OCC2C(O1)C(C(C(O2)OC3C4COC(=O)C4C(C5=CC6=C(C=C35)OCO6)C7=CC(=C(C(=C7)OC)O)OC)O)O. Drug 2: CN1C2=C(C=C(C=C2)N(CCCl)CCCl)N=C1CCCC(=O)O.Cl. Cell line: LOX IMVI. Synergy scores: CSS=26.8, Synergy_ZIP=-5.23, Synergy_Bliss=-7.42, Synergy_Loewe=-3.82, Synergy_HSA=-2.26. (10) Drug 1: C1=CC=C(C(=C1)C(C2=CC=C(C=C2)Cl)C(Cl)Cl)Cl. Drug 2: B(C(CC(C)C)NC(=O)C(CC1=CC=CC=C1)NC(=O)C2=NC=CN=C2)(O)O. Cell line: HOP-62. Synergy scores: CSS=34.4, Synergy_ZIP=-0.546, Synergy_Bliss=-4.00, Synergy_Loewe=-41.3, Synergy_HSA=-5.52.